From a dataset of Catalyst prediction with 721,799 reactions and 888 catalyst types from USPTO. Predict which catalyst facilitates the given reaction. (1) Reactant: C([O:5][C:6]1[C:15]2[C:10](=[CH:11][CH:12]=[C:13]([C:16]([C:25]3[CH:30]=[CH:29][C:28]([Cl:31])=[CH:27][CH:26]=3)([C:18]3[CH:23]=[CH:22][C:21]([Cl:24])=[CH:20][CH:19]=3)O)[CH:14]=2)[N:9]=[CH:8][N:7]=1)(C)(C)C.[SiH](CC)(CC)CC.FC(F)(F)C(O)=O. Product: [Cl:31][C:28]1[CH:27]=[CH:26][C:25]([CH:16]([C:18]2[CH:23]=[CH:22][C:21]([Cl:24])=[CH:20][CH:19]=2)[C:13]2[CH:14]=[C:15]3[C:10](=[CH:11][CH:12]=2)[N:9]=[CH:8][N:7]=[C:6]3[OH:5])=[CH:30][CH:29]=1. The catalyst class is: 4. (2) The catalyst class is: 3. Reactant: [CH3:1][C:2]1[CH:6]=[C:5]([NH:7][C:8](=[O:15])[O:9][CH2:10][C:11]([Cl:14])([Cl:13])[Cl:12])[S:4][N:3]=1.O[C@H:17]([CH2:22][CH:23]([CH3:25])[CH3:24])[C:18]([O:20][CH3:21])=[O:19].C1(P(C2C=CC=CC=2)C2C=CC=CC=2)C=CC=CC=1.CC(OC(/N=N/C(OC(C)C)=O)=O)C. Product: [CH3:1][C:2]1[CH:6]=[C:5]([N:7]([C:8]([O:9][CH2:10][C:11]([Cl:12])([Cl:14])[Cl:13])=[O:15])[C@H:17]([C:18]([O:20][CH3:21])=[O:19])[CH2:22][CH:23]([CH3:25])[CH3:24])[S:4][N:3]=1. (3) Reactant: [C:1]([O:5][C:6]([N:8]1[CH2:13][CH2:12][C@H:11]([C:14]2[CH:19]=[CH:18][C:17]([O:20][CH2:21][CH2:22][O:23][C:24]3[C:29]([Cl:30])=[CH:28][C:27]([CH3:31])=[CH:26][C:25]=3[Cl:32])=[CH:16][CH:15]=2)[C@@H:10]([C:33]([N:35]([CH2:39][C:40]2[CH:41]=[C:42]([CH:51]=[C:52]([CH2:54][CH2:55][CH2:56][O:57][CH3:58])[CH:53]=2)[O:43][CH2:44][C@@H:45]2[CH2:47][C@H:46]2[C:48]([OH:50])=[O:49])[CH:36]2[CH2:38][CH2:37]2)=[O:34])[CH2:9]1)=[O:7])([CH3:4])([CH3:3])[CH3:2].C(=O)([O-])[O-].[Cs+].[Cs+].Cl[CH2:66][C:67]([N:69]([CH3:71])[CH3:70])=[O:68]. Product: [CH:36]1([N:35]([CH2:39][C:40]2[CH:53]=[C:52]([CH2:54][CH2:55][CH2:56][O:57][CH3:58])[CH:51]=[C:42]([O:43][CH2:44][C@@H:45]3[CH2:47][C@H:46]3[C:48]([O:50][CH2:66][C:67]([N:69]([CH3:71])[CH3:70])=[O:68])=[O:49])[CH:41]=2)[C:33]([C@@H:10]2[C@@H:11]([C:14]3[CH:19]=[CH:18][C:17]([O:20][CH2:21][CH2:22][O:23][C:24]4[C:29]([Cl:30])=[CH:28][C:27]([CH3:31])=[CH:26][C:25]=4[Cl:32])=[CH:16][CH:15]=3)[CH2:12][CH2:13][N:8]([C:6]([O:5][C:1]([CH3:2])([CH3:4])[CH3:3])=[O:7])[CH2:9]2)=[O:34])[CH2:37][CH2:38]1. The catalyst class is: 215. (4) Reactant: [CH2:1]([NH2:5])[CH2:2][CH2:3][CH3:4].C([Li])CCC.CCCCCC.[CH3:17][C:18]1([CH3:32])[C:26]2[C:21](=[CH:22][CH:23]=[CH:24][CH:25]=2)[NH:20][CH:19]1[C:27](OCC)=[O:28]. Product: [CH2:1]([NH:5][C:27]([CH:19]1[C:18]([CH3:32])([CH3:17])[C:26]2[C:21](=[CH:22][CH:23]=[CH:24][CH:25]=2)[NH:20]1)=[O:28])[CH2:2][CH2:3][CH3:4]. The catalyst class is: 11. (5) Reactant: [Br:1][C:2]1[CH:19]=[C:18]([CH3:20])[C:5]([O:6][C:7]2[C:12]([N+:13]([O-:15])=[O:14])=[C:11]([CH3:16])[N:10]=[C:9](Cl)[N:8]=2)=[C:4]([CH3:21])[CH:3]=1.[NH2:22][C:23]1[CH:30]=[CH:29][C:26]([C:27]#[N:28])=[CH:25][CH:24]=1.N1C=CC=CC=1. Product: [Br:1][C:2]1[CH:19]=[C:18]([CH3:20])[C:5]([O:6][C:7]2[C:12]([N+:13]([O-:15])=[O:14])=[C:11]([CH3:16])[N:10]=[C:9]([NH:22][C:23]3[CH:30]=[CH:29][C:26]([C:27]#[N:28])=[CH:25][CH:24]=3)[N:8]=2)=[C:4]([CH3:21])[CH:3]=1. The catalyst class is: 36. (6) Reactant: [Br:1][C:2]1[CH:7]=[CH:6][C:5]([CH2:8][C@@H:9]([NH:13][C:14]([O:16][C:17]([CH3:20])([CH3:19])[CH3:18])=[O:15])[C:10]([OH:12])=[O:11])=[CH:4][CH:3]=1.[C:21]([O-])([O-])=O.[Cs+].[Cs+].IC.Cl. Product: [CH3:21][O:11][C:10](=[O:12])[C@H:9]([NH:13][C:14]([O:16][C:17]([CH3:20])([CH3:19])[CH3:18])=[O:15])[CH2:8][C:5]1[CH:4]=[CH:3][C:2]([Br:1])=[CH:7][CH:6]=1. The catalyst class is: 3. (7) Reactant: [CH2:1]1[CH2:5][O:4][CH2:3][CH2:2]1.FC1C(C)=[C:11]([I:14])[C:10]([CH3:15])=[CH:9][N:8]=1.C[O-].[Na+]. Product: [I:14][C:11]1[C:10]([CH3:15])=[CH:9][N:8]=[C:5]([O:4][CH3:3])[C:1]=1[CH3:2]. The catalyst class is: 5. (8) Reactant: [C:1]([O:5][C:6]([NH:8][CH2:9][CH2:10][CH2:11][CH2:12][CH2:13][O:14][C:15]1[C:38]([O:39][CH3:40])=[CH:37][C:18]2[C:19]3[N:24]([CH:25]([C:27]([CH3:30])([CH3:29])[CH3:28])[CH2:26][C:17]=2[CH:16]=1)[CH:23]=[C:22]([C:31]([O:33]CC)=[O:32])[C:21](=[O:36])[CH:20]=3)=[O:7])([CH3:4])([CH3:3])[CH3:2].CO.O.O[Li].O. Product: [C:1]([O:5][C:6]([NH:8][CH2:9][CH2:10][CH2:11][CH2:12][CH2:13][O:14][C:15]1[C:38]([O:39][CH3:40])=[CH:37][C:18]2[C:19]3[N:24]([CH:25]([C:27]([CH3:30])([CH3:28])[CH3:29])[CH2:26][C:17]=2[CH:16]=1)[CH:23]=[C:22]([C:31]([OH:33])=[O:32])[C:21](=[O:36])[CH:20]=3)=[O:7])([CH3:2])([CH3:3])[CH3:4]. The catalyst class is: 15. (9) Reactant: [C:1]([O:5][C:6](=[O:19])[NH:7][C:8]1([C:12]2[CH:17]=[CH:16][C:15](Cl)=[CH:14][CH:13]=2)[CH2:11][CH2:10][CH2:9]1)([CH3:4])([CH3:3])[CH3:2].CC([O-])=O.[K+].[CH3:25][C:26]1([CH3:42])[C:30]([CH3:32])([CH3:31])[O:29][B:28]([B:28]2[O:29][C:30]([CH3:32])([CH3:31])[C:26]([CH3:42])([CH3:25])[O:27]2)[O:27]1. Product: [CH3:25][C:26]1([CH3:42])[C:30]([CH3:32])([CH3:31])[O:29][B:28]([C:15]2[CH:16]=[CH:17][C:12]([C:8]3([NH:7][C:6](=[O:19])[O:5][C:1]([CH3:4])([CH3:3])[CH3:2])[CH2:11][CH2:10][CH2:9]3)=[CH:13][CH:14]=2)[O:27]1. The catalyst class is: 12. (10) Reactant: [Br:1][C:2]1[CH:7]=[C:6]([N+:8]([O-])=O)[CH:5]=[C:4]([CH3:11])[N+:3]=1[O-]. Product: [Br:1][C:2]1[CH:7]=[C:6]([NH2:8])[CH:5]=[C:4]([CH3:11])[N:3]=1. The catalyst class is: 180.